Task: Predict the product of the given reaction.. Dataset: Forward reaction prediction with 1.9M reactions from USPTO patents (1976-2016) (1) The product is: [S:1]1[CH:5]=[CH:4][CH:3]=[C:2]1[CH2:6][C:7]([N:10]1[CH2:15][CH2:14][O:13][CH2:12][CH2:11]1)=[O:8]. Given the reactants [S:1]1[CH:5]=[CH:4][CH:3]=[C:2]1[CH2:6][C:7](Cl)=[O:8].[NH:10]1[CH2:15][CH2:14][O:13][CH2:12][CH2:11]1, predict the reaction product. (2) Given the reactants [Cl:1][C:2]1[CH:11]=[C:10]([O:12][CH3:13])[C:9]2[C:4](=[CH:5][CH:6]=[CH:7][CH:8]=2)[N:3]=1.[NH2:14][C@@H:15]1[CH2:20][CH2:19][C@H:18]([NH:21][C:22](=[O:31])[C:23]2[CH:28]=[CH:27][C:26]([F:29])=[C:25]([F:30])[CH:24]=2)[CH2:17][CH2:16]1.C([O-])(O)=O.[Na+], predict the reaction product. The product is: [ClH:1].[F:30][C:25]1[CH:24]=[C:23]([CH:28]=[CH:27][C:26]=1[F:29])[C:22]([NH:21][C@H:18]1[CH2:17][CH2:16][C@@H:15]([NH:14][C:2]2[CH:11]=[C:10]([O:12][CH3:13])[C:9]3[C:4](=[CH:5][CH:6]=[CH:7][CH:8]=3)[N:3]=2)[CH2:20][CH2:19]1)=[O:31].